From a dataset of Forward reaction prediction with 1.9M reactions from USPTO patents (1976-2016). Predict the product of the given reaction. (1) Given the reactants P(Cl)(Cl)(Cl)=O.Cl[C:7](Cl)(Cl)[C:8](Cl)=[O:9].[CH2:13]([O:15][C:16]1[CH:21]=[C:20]([C:22]([O:24][CH2:25][CH3:26])=[O:23])[CH:19]=[C:18]([CH:27]=[CH2:28])[C:17]=1[C:29]1[CH:34]=[CH:33][C:32]([F:35])=[CH:31][CH:30]=1)[CH3:14].C(=O)([O-])O.[Na+], predict the reaction product. The product is: [CH2:13]([O:15][C:16]1[CH:21]=[C:20]([C:22]([O:24][CH2:25][CH3:26])=[O:23])[CH:19]=[C:18]([CH:27]2[CH2:7][C:8](=[O:9])[CH2:28]2)[C:17]=1[C:29]1[CH:30]=[CH:31][C:32]([F:35])=[CH:33][CH:34]=1)[CH3:14]. (2) Given the reactants [N+:1]([C:4]1[CH:9]=[CH:8][C:7]([C:10]2[C:15]([F:16])=[C:14]([F:17])[C:13]([F:18])=[C:12]([F:19])[C:11]=2[F:20])=[CH:6][CH:5]=1)([O-])=O, predict the reaction product. The product is: [NH2:1][C:4]1[CH:9]=[CH:8][C:7]([C:10]2[C:11]([F:20])=[C:12]([F:19])[C:13]([F:18])=[C:14]([F:17])[C:15]=2[F:16])=[CH:6][CH:5]=1.